From a dataset of Forward reaction prediction with 1.9M reactions from USPTO patents (1976-2016). Predict the product of the given reaction. (1) Given the reactants [CH3:1][C:2]([C:4]1[CH:9]=[CH:8][C:7]([OH:10])=[CH:6][C:5]=1[F:11])=[O:3].C(=O)([O-])[O-].[Cs+].[Cs+].Br[C:19]([CH3:26])([CH3:25])[C:20]([O:22][CH2:23][CH3:24])=[O:21].OS([O-])(=O)=O.[K+], predict the reaction product. The product is: [CH2:23]([O:22][C:20](=[O:21])[C:19]([O:10][C:7]1[CH:8]=[CH:9][C:4]([C:2](=[O:3])[CH3:1])=[C:5]([F:11])[CH:6]=1)([CH3:26])[CH3:25])[CH3:24]. (2) Given the reactants [NH2:1][C@H:2]([CH:6]([CH3:8])[CH3:7])[C:3]([OH:5])=[O:4].[OH-].[Na+].[CH3:11][C:12]([O:15][C:16](O[C:16]([O:15][C:12]([CH3:14])([CH3:13])[CH3:11])=[O:17])=[O:17])([CH3:14])[CH3:13], predict the reaction product. The product is: [C:12]([O:15][C:16]([NH:1][C@H:2]([CH:6]([CH3:8])[CH3:7])[C:3]([OH:5])=[O:4])=[O:17])([CH3:14])([CH3:13])[CH3:11]. (3) Given the reactants [NH:1]1[C:5]2=[N:6][CH:7]=[CH:8][CH:9]=[C:4]2[CH:3]=[CH:2]1.[H-].[Na+].Cl[C:13]1[CH:18]=[CH:17][C:16]([C:19]#[C:20][C:21]2[N:22]=[C:23]([CH3:26])[S:24][CH:25]=2)=[CH:15][N:14]=1, predict the reaction product. The product is: [CH3:26][C:23]1[S:24][CH:25]=[C:21]([C:20]#[C:19][C:16]2[CH:17]=[CH:18][C:13]([N:1]3[C:5]4=[N:6][CH:7]=[CH:8][CH:9]=[C:4]4[CH:3]=[CH:2]3)=[N:14][CH:15]=2)[N:22]=1. (4) Given the reactants [CH:1]1([NH2:4])[CH2:3][CH2:2]1.Cl[C:6]1[CH:11]=[C:10]([C:12]2[CH:17]=[CH:16][CH:15]=[C:14]([Cl:18])[C:13]=2[Cl:19])[N:9]=[C:8]([NH2:20])[N:7]=1, predict the reaction product. The product is: [CH:1]1([NH:4][C:6]2[CH:11]=[C:10]([C:12]3[CH:17]=[CH:16][CH:15]=[C:14]([Cl:18])[C:13]=3[Cl:19])[N:9]=[C:8]([NH2:20])[N:7]=2)[CH2:3][CH2:2]1. (5) The product is: [CH2:29]([O:28][C:26](=[O:27])[CH2:25][N:13]1[CH2:14][CH2:15][C@H:11]([N:10]([C:8]2[CH:7]=[CH:6][C:3]([C:4]#[N:5])=[C:2]([Cl:1])[CH:9]=2)[CH2:16][C:17]2[CH:22]=[CH:21][CH:20]=[CH:19][C:18]=2[Cl:23])[CH2:12]1)[CH3:30]. Given the reactants [Cl:1][C:2]1[CH:9]=[C:8]([N:10]([CH2:16][C:17]2[CH:22]=[CH:21][CH:20]=[CH:19][C:18]=2[Cl:23])[C@H:11]2[CH2:15][CH2:14][NH:13][CH2:12]2)[CH:7]=[CH:6][C:3]=1[C:4]#[N:5].Br[CH2:25][C:26]([O:28][CH2:29][CH3:30])=[O:27], predict the reaction product.